This data is from Catalyst prediction with 721,799 reactions and 888 catalyst types from USPTO. The task is: Predict which catalyst facilitates the given reaction. (1) The catalyst class is: 8. Reactant: [C:1]([S:4][CH:5]([C:9](=O)[C:10]1[CH:15]=[CH:14][CH:13]=[CH:12][C:11]=1[C:16]([F:19])([F:18])[F:17])[C:6]([NH2:8])=[O:7])(=[NH:3])[NH2:2]. Product: [NH2:2][C:1]1[S:4][C:5]([C:6]([NH2:8])=[O:7])=[C:9]([C:10]2[CH:15]=[CH:14][CH:13]=[CH:12][C:11]=2[C:16]([F:19])([F:18])[F:17])[N:3]=1. (2) Reactant: [OH:1][C:2]1[CH:30]=[CH:29][C:5]2[C:6](=[O:28])/[C:7](=[CH:9]/[C:10]3[C:18]4[C:13](=[CH:14][CH:15]=[C:16]([O:19][CH2:20][CH2:21][N:22]5[CH2:27][CH2:26][O:25][CH2:24][CH2:23]5)[CH:17]=4)[NH:12][CH:11]=3)/[O:8][C:4]=2[C:3]=1[CH2:31][N:32]1[CH2:37][CH2:36][N:35](C(OC(C)(C)C)=O)[CH2:34][CH2:33]1.[ClH:45]. Product: [ClH:45].[ClH:45].[OH:1][C:2]1[CH:30]=[CH:29][C:5]2[C:6](=[O:28])/[C:7](=[CH:9]/[C:10]3[C:18]4[C:13](=[CH:14][CH:15]=[C:16]([O:19][CH2:20][CH2:21][N:22]5[CH2:23][CH2:24][O:25][CH2:26][CH2:27]5)[CH:17]=4)[NH:12][CH:11]=3)/[O:8][C:4]=2[C:3]=1[CH2:31][N:32]1[CH2:33][CH2:34][NH:35][CH2:36][CH2:37]1. The catalyst class is: 135. (3) Reactant: Br[CH2:2][CH2:3][CH2:4][CH2:5][O:6][CH2:7][C@H:8]1[CH2:13][CH2:12][C@H:11]([CH2:14][N:15]([CH3:29])[S:16]([C:19]2[CH:24]=[CH:23][C:22]([C:25]([F:28])([F:27])[F:26])=[CH:21][CH:20]=2)(=[O:18])=[O:17])[CH2:10][CH2:9]1.[CH2:30]([NH:33][CH3:34])[CH:31]=[CH2:32]. Product: [CH2:30]([N:33]([CH3:34])[CH2:2][CH2:3][CH2:4][CH2:5][O:6][CH2:7][C@H:8]1[CH2:13][CH2:12][C@H:11]([CH2:14][N:15]([CH3:29])[S:16]([C:19]2[CH:24]=[CH:23][C:22]([C:25]([F:28])([F:27])[F:26])=[CH:21][CH:20]=2)(=[O:18])=[O:17])[CH2:10][CH2:9]1)[CH:31]=[CH2:32]. The catalyst class is: 80. (4) Reactant: [OH:1][C:2]1[CH:7]=[C:6]([CH3:8])[NH:5][C:4](=[O:9])[C:3]=1[C:10]#[N:11].[CH3:12]C([O-])(C)C.[K+].CI. Product: [CH3:12][O:1][C:2]1[CH:7]=[C:6]([CH3:8])[NH:5][C:4](=[O:9])[C:3]=1[C:10]#[N:11]. The catalyst class is: 3.